Dataset: Full USPTO retrosynthesis dataset with 1.9M reactions from patents (1976-2016). Task: Predict the reactants needed to synthesize the given product. (1) Given the product [F:35][C:34]([F:37])([F:36])[C:32]([OH:38])=[O:33].[CH3:23][N:20]1[CH2:19][CH2:18][N:17]([C:14]2[N:15]=[CH:16][C:11]([C:9]3[S:10][C:6]4[CH:5]=[C:4]([N+:1]([O-:3])=[O:2])[CH:31]=[CH:30][C:7]=4[N:8]=3)=[CH:12][CH:13]=2)[CH2:22][CH2:21]1, predict the reactants needed to synthesize it. The reactants are: [N+:1]([C:4]1[CH:31]=[CH:30][C:7]2[N:8]=[C:9]([C:11]3[CH:12]=[CH:13][C:14]([N:17]4[CH2:22][CH2:21][N:20]([C:23](OC(C)(C)C)=O)[CH2:19][CH2:18]4)=[N:15][CH:16]=3)[S:10][C:6]=2[CH:5]=1)([O-:3])=[O:2].[C:32]([OH:38])([C:34]([F:37])([F:36])[F:35])=[O:33].CO. (2) The reactants are: [Br:1][C:2]1[NH:10][C:9]2[C:8](=[O:11])[N:7]([CH3:12])[C:6](=[O:13])[N:5]([CH3:14])[C:4]=2[N:3]=1.Br[CH2:16][CH2:17][O:18][C:19](=[O:21])[CH3:20].C([O-])([O-])=O.[K+].[K+]. Given the product [Br:1][C:2]1[N:10]([CH2:20][C:19]([O:18][CH2:17][CH3:16])=[O:21])[C:9]2[C:8](=[O:11])[N:7]([CH3:12])[C:6](=[O:13])[N:5]([CH3:14])[C:4]=2[N:3]=1, predict the reactants needed to synthesize it. (3) Given the product [C:1]([O:5][C:6]([NH:8][C@H:9]1[CH2:12][NH:11][C@H:10]1[CH2:26][CH3:27])=[O:7])([CH3:4])([CH3:3])[CH3:2], predict the reactants needed to synthesize it. The reactants are: [C:1]([O:5][C:6]([NH:8][C@H:9]1[CH2:12][N:11](C(C2C=CC=CC=2)C2C=CC=CC=2)[C@H:10]1[CH2:26][CH3:27])=[O:7])([CH3:4])([CH3:3])[CH3:2]. (4) Given the product [C:43]([NH:51][C:52]1[CH:64]=[C:63]([O:10][C:7]2[CH:8]=[CH:9][C:4]([N+:1]([O-:3])=[O:2])=[CH:5][CH:6]=2)[CH:62]=[CH:61][C:53]=1[C:54]([O:56][C:57]([CH3:59])([CH3:60])[CH3:58])=[O:55])(=[O:50])[C:44]1[CH:45]=[CH:46][CH:47]=[CH:48][CH:49]=1, predict the reactants needed to synthesize it. The reactants are: [N+:1]([C:4]1[CH:9]=[CH:8][C:7]([OH:10])=[CH:6][CH:5]=1)([O-:3])=[O:2].[H-].[Na+].C(P(C(C)(C)C)C1C=CC=CC=1C1C(C(C)C)=CC(C(C)C)=CC=1C(C)C)(C)(C)C.[C:43]([NH:51][C:52]1[CH:64]=[C:63](Br)[CH:62]=[CH:61][C:53]=1[C:54]([O:56][C:57]([CH3:60])([CH3:59])[CH3:58])=[O:55])(=[O:50])[C:44]1[CH:49]=[CH:48][CH:47]=[CH:46][CH:45]=1.F[B-](F)(F)F.C(P(C(C)(C)C)C(C)(C)C)(C)(C)C.C(O)(=O)CC(CC(O)=O)(C(O)=O)O. (5) Given the product [F:50][C:49]([F:52])([F:51])[S:46]([NH:45][CH2:23][C:21]1[S:22][C:18]([C:15]2[CH:14]=[CH:13][C:12]([NH:11][C:10]([NH:9][C:5]3[CH:4]=[CH:3][CH:8]=[CH:7][CH:6]=3)=[O:29])=[CH:17][CH:16]=2)=[CH:19][N:20]=1)(=[O:48])=[O:47], predict the reactants needed to synthesize it. The reactants are: FC(F)(F)[C:3]1[CH:4]=[C:5]([NH:9][C:10](=[O:29])[NH:11][C:12]2[CH:17]=[CH:16][C:15]([C:18]3[S:22][C:21]([CH2:23]CC(OC)=O)=[N:20][CH:19]=3)=[CH:14][CH:13]=2)[CH:6]=[CH:7][CH:8]=1.NC1C=CC(C2SC(C[NH:45][S:46]([C:49]([F:52])([F:51])[F:50])(=[O:48])=[O:47])=NC=2)=CC=1.N(C1C=CC=CC=1)=C=O. (6) Given the product [C:1]([C:5]1[CH:6]=[C:7]([NH:18][C:19]([C:21]2[C:30]3[C:25](=[CH:26][C:27]([O:31][C:32]4[CH:37]=[C:36]([NH:48][C:45](=[O:47])[CH3:46])[N:35]=[CH:34][N:33]=4)=[CH:28][CH:29]=3)[CH:24]=[CH:23][N:22]=2)=[O:20])[N:8]([C:10]2[CH:15]=[CH:14][C:13]([O:16][CH3:17])=[CH:12][CH:11]=2)[N:9]=1)([CH3:4])([CH3:3])[CH3:2], predict the reactants needed to synthesize it. The reactants are: [C:1]([C:5]1[CH:6]=[C:7]([NH:18][C:19]([C:21]2[C:30]3[C:25](=[CH:26][C:27]([O:31][C:32]4[CH:37]=[C:36](Cl)[N:35]=[CH:34][N:33]=4)=[CH:28][CH:29]=3)[CH:24]=[CH:23][N:22]=2)=[O:20])[N:8]([C:10]2[CH:15]=[CH:14][C:13]([O:16][CH3:17])=[CH:12][CH:11]=2)[N:9]=1)([CH3:4])([CH3:3])[CH3:2].C([O-])([O-])=O.[Cs+].[Cs+].[C:45]([NH2:48])(=[O:47])[CH3:46].CC1(C)C2C(=C(P(C3C=CC=CC=3)C3C=CC=CC=3)C=CC=2)OC2C(P(C3C=CC=CC=3)C3C=CC=CC=3)=CC=CC1=2. (7) Given the product [C:4]([O:3][C:1](=[O:2])[NH:8][C@@H:9]([C:11](=[O:13])[NH:22][CH2:19][O:17][CH3:18])[CH3:10])([CH3:5])([CH3:6])[CH3:7], predict the reactants needed to synthesize it. The reactants are: [C:1]([NH:8][C@@H:9]([C:11]([OH:13])=O)[CH3:10])([O:3][C:4]([CH3:7])([CH3:6])[CH3:5])=[O:2].Cl.CN[O:17][CH3:18].[CH:19]([N:22](CC)C(C)C)(C)C.CN(C(ON1N=NC2C=CC=NC1=2)=[N+](C)C)C.F[P-](F)(F)(F)(F)F. (8) Given the product [C:4]([C:8]1[CH:9]=[C:10]([CH:13]=[CH:14][CH:15]=1)[CH2:11][NH:12][S:29]([C:25]1[CH:24]=[N:23][CH:28]=[CH:27][CH:26]=1)(=[O:31])=[O:30])([CH3:7])([CH3:5])[CH3:6], predict the reactants needed to synthesize it. The reactants are: C(Cl)Cl.[C:4]([C:8]1[CH:9]=[C:10]([CH:13]=[CH:14][CH:15]=1)[CH2:11][NH2:12])([CH3:7])([CH3:6])[CH3:5].C(N(CC)CC)C.[N:23]1[CH:28]=[CH:27][CH:26]=[C:25]([S:29](Cl)(=[O:31])=[O:30])[CH:24]=1. (9) Given the product [O:47]=[C:48]([N:16]1[CH2:15][CH2:14][N:13]([CH2:19][CH2:20][O:21][C:22]2[CH:23]=[CH:24][C:25]([CH:28]3[CH2:33][CH2:32][N:31]([C:34]4[CH:35]=[CH:36][C:37]5[N:38]([C:40]([C:43]([F:45])([F:46])[F:44])=[N:41][N:42]=5)[N:39]=4)[CH2:30][CH2:29]3)=[CH:26][CH:27]=2)[CH2:18][CH2:17]1)[CH2:49][OH:50], predict the reactants needed to synthesize it. The reactants are: CCN(C(C)C)C(C)C.Cl.Cl.Cl.[N:13]1([CH2:19][CH2:20][O:21][C:22]2[CH:27]=[CH:26][C:25]([CH:28]3[CH2:33][CH2:32][N:31]([C:34]4[CH:35]=[CH:36][C:37]5[N:38]([C:40]([C:43]([F:46])([F:45])[F:44])=[N:41][N:42]=5)[N:39]=4)[CH2:30][CH2:29]3)=[CH:24][CH:23]=2)[CH2:18][CH2:17][NH:16][CH2:15][CH2:14]1.[OH:47][CH2:48][C:49](O)=[O:50].CN(C(ON1N=NC2C=CC=NC1=2)=[N+](C)C)C.F[P-](F)(F)(F)(F)F. (10) Given the product [NH2:20][CH2:19][C:13]1[C:14](=[O:18])[N:15]2[CH2:16][CH2:17][C@H:8]([C:5]3[CH:6]=[CH:7][C:2]([Cl:1])=[CH:3][CH:4]=3)[N:9]=[C:10]2[NH:11][N:12]=1, predict the reactants needed to synthesize it. The reactants are: [Cl:1][C:2]1[CH:7]=[CH:6][C:5]([C@H:8]2[CH2:17][CH2:16][N:15]3[C:10]([NH:11][N:12]=[C:13]([CH2:19][N:20]4C(=O)C5C(=CC=CC=5)C4=O)[C:14]3=[O:18])=[N:9]2)=[CH:4][CH:3]=1.NN.